Predict the reactants needed to synthesize the given product. From a dataset of Full USPTO retrosynthesis dataset with 1.9M reactions from patents (1976-2016). (1) Given the product [F:57][C:42]([F:41])([F:56])[C:43]1[CH:44]=[CH:45][C:46]([N:49]2[CH2:54][CH2:53][CH:52]([O:1][C:2]3[CH:26]=[CH:25][C:5]4[N:6]=[C:7]([C:9]([NH:11][CH:12]5[CH2:13][CH2:14][N:15]([C:18]([O:20][C:21]([CH3:22])([CH3:23])[CH3:24])=[O:19])[CH2:16][CH2:17]5)=[O:10])[S:8][C:4]=4[CH:3]=3)[CH2:51][CH2:50]2)=[CH:47][CH:48]=1, predict the reactants needed to synthesize it. The reactants are: [OH:1][C:2]1[CH:26]=[CH:25][C:5]2[N:6]=[C:7]([C:9]([NH:11][CH:12]3[CH2:17][CH2:16][N:15]([C:18]([O:20][C:21]([CH3:24])([CH3:23])[CH3:22])=[O:19])[CH2:14][CH2:13]3)=[O:10])[S:8][C:4]=2[CH:3]=1.N(C(OC(C)C)=O)=NC(OC(C)C)=O.[F:41][C:42]([F:57])([F:56])[C:43]1[CH:48]=[CH:47][C:46]([N:49]2[CH2:54][CH2:53][CH:52](O)[CH2:51][CH2:50]2)=[CH:45][CH:44]=1.C1(P(C2C=CC=CC=2)C2C=CC=CC=2)C=CC=CC=1. (2) Given the product [C:6]([C:3]1([NH:2][C:63]([C@@H:62]([NH:61][C:59]([N:56]2[CH2:55][CH2:54][C:53]3([CH2:51][CH2:52]3)[CH2:58][CH2:57]2)=[O:60])[CH2:66][C:67]([F:75])([F:76])[CH2:68][C:69]2[CH:74]=[CH:73][CH:72]=[CH:71][CH:70]=2)=[O:64])[CH2:5][CH2:4]1)#[N:7], predict the reactants needed to synthesize it. The reactants are: Cl.[NH2:2][C:3]1([C:6]#[N:7])[CH2:5][CH2:4]1.C1C=NC2N(O)N=NC=2C=1.CCN(C(C)C)C(C)C.CN(C(ON1N=NC2C=CC=NC1=2)=[N+](C)C)C.F[P-](F)(F)(F)(F)F.[CH2:51]1[C:53]2([CH2:58][CH2:57][N:56]([C:59]([NH:61][C@@H:62]([CH2:66][C:67]([F:76])([F:75])[CH2:68][C:69]3[CH:74]=[CH:73][CH:72]=[CH:71][CH:70]=3)[C:63](O)=[O:64])=[O:60])[CH2:55][CH2:54]2)[CH2:52]1. (3) Given the product [CH:1]1([CH2:4][O:5][C:6]2[CH:11]=[CH:10][C:9]([C:12]3[O:13][C:14]4[CH:20]=[C:19]([O:21][CH2:26][C@@H:25]([NH:27][C:28](=[O:34])[O:29][C:30]([CH3:31])([CH3:33])[CH3:32])[CH3:24])[CH:18]=[CH:17][C:15]=4[N:16]=3)=[CH:8][C:7]=2[F:22])[CH2:2][CH2:3]1, predict the reactants needed to synthesize it. The reactants are: [CH:1]1([CH2:4][O:5][C:6]2[CH:11]=[CH:10][C:9]([C:12]3[O:13][C:14]4[CH:20]=[C:19]([OH:21])[CH:18]=[CH:17][C:15]=4[N:16]=3)=[CH:8][C:7]=2[F:22])[CH2:3][CH2:2]1.O[CH2:24][C@@H:25]([NH:27][C:28](=[O:34])[O:29][C:30]([CH3:33])([CH3:32])[CH3:31])[CH3:26].C1(P(C2C=CC=CC=2)C2C=CC=CC=2)C=CC=CC=1.C1(C)C=CC=CC=1.N(C(OC(C)C)=O)=NC(OC(C)C)=O. (4) Given the product [Br:1][C:2]1[C:7]([CH3:8])=[CH:6][C:5]([C:14]2[CH2:15][CH2:16][O:11][CH2:12][CH:13]=2)=[CH:4][C:3]=1[CH3:10], predict the reactants needed to synthesize it. The reactants are: [Br:1][C:2]1[C:7]([CH3:8])=[CH:6][C:5](Br)=[CH:4][C:3]=1[CH3:10].[O:11]1[CH2:16][CH:15]=[C:14](B2OC(C)(C)C(C)(C)O2)[CH2:13][CH2:12]1.[O-]P([O-])([O-])=O.[K+].[K+].[K+]. (5) Given the product [CH3:21][C:20]1([CH3:22])[O:15][C@H:12]([CH2:11][O:10][C:9]2[CH:16]=[CH:17][C:6]([CH2:5][CH2:4][CH2:3][CH2:2][OH:1])=[CH:7][CH:8]=2)[CH2:13][O:14]1, predict the reactants needed to synthesize it. The reactants are: [OH:1][CH2:2][CH2:3][CH2:4][CH2:5][C:6]1[CH:17]=[CH:16][C:9]([O:10][CH2:11][C@@H:12]([OH:15])[CH2:13][OH:14])=[CH:8][CH:7]=1.CO[C:20](OC)([CH3:22])[CH3:21].CC1C=CC(S([O-])(=O)=O)=CC=1.C1C=C[NH+]=CC=1.